This data is from Reaction yield outcomes from USPTO patents with 853,638 reactions. The task is: Predict the reaction yield, written as a fraction of the theoretical maximum amount of product (1.0 means a 100% yield; for example, 0.34 means a 34% yield). (1) The reactants are Cl[C:2]1[CH:7]=[C:6]([C:8]2[CH:13]=[CH:12][CH:11]=[C:10]([Cl:14])[CH:9]=2)[N:5]=[C:4]([CH2:15][CH3:16])[N:3]=1.[NH2:17][C:18]1[CH:26]=[CH:25][C:21]([CH2:22][CH2:23][OH:24])=[CH:20][CH:19]=1.Cl.O1CCOCC1.C(=O)(O)[O-].[Na+]. The catalyst is C(O)C. The product is [Cl:14][C:10]1[CH:9]=[C:8]([C:6]2[N:5]=[C:4]([CH2:15][CH3:16])[N:3]=[C:2]([NH:17][C:18]3[CH:26]=[CH:25][C:21]([CH2:22][CH2:23][OH:24])=[CH:20][CH:19]=3)[CH:7]=2)[CH:13]=[CH:12][CH:11]=1. The yield is 0.270. (2) The reactants are [NH2:1][C:2]1[N:7]=[CH:6][N:5]=[C:4]2[N:8]([C@@H:12]3[CH2:17][CH2:16][CH2:15][N:14]([C:18]([O:20][C:21]([CH3:24])([CH3:23])[CH3:22])=[O:19])[CH2:13]3)[N:9]=[C:10](I)[C:3]=12.[F:25][C:26]1[CH:41]=[CH:40][CH:39]=[CH:38][C:27]=1[O:28][C:29]1[CH:34]=[CH:33][C:32](B(O)O)=[CH:31][CH:30]=1.C(=O)([O-])[O-].[Na+].[Na+]. The catalyst is O1CCOCC1.O.C1C=CC([P]([Pd]([P](C2C=CC=CC=2)(C2C=CC=CC=2)C2C=CC=CC=2)([P](C2C=CC=CC=2)(C2C=CC=CC=2)C2C=CC=CC=2)[P](C2C=CC=CC=2)(C2C=CC=CC=2)C2C=CC=CC=2)(C2C=CC=CC=2)C2C=CC=CC=2)=CC=1. The product is [NH2:1][C:2]1[N:7]=[CH:6][N:5]=[C:4]2[N:8]([C@@H:12]3[CH2:17][CH2:16][CH2:15][N:14]([C:18]([O:20][C:21]([CH3:24])([CH3:23])[CH3:22])=[O:19])[CH2:13]3)[N:9]=[C:10]([C:32]3[CH:31]=[CH:30][C:29]([O:28][C:27]4[CH:38]=[CH:39][CH:40]=[CH:41][C:26]=4[F:25])=[CH:34][CH:33]=3)[C:3]=12. The yield is 0.590.